Dataset: Full USPTO retrosynthesis dataset with 1.9M reactions from patents (1976-2016). Task: Predict the reactants needed to synthesize the given product. (1) Given the product [CH3:19][C:15]1[CH:14]=[C:13](/[C:10](=[N:11]/[OH:12])/[CH2:9][C@H:8]([C:5]2[CH:4]=[CH:3][C:2]([C:31]3[CH:32]=[N:27][CH:28]=[N:29][CH:30]=3)=[CH:7][CH:6]=2)[C:20]2[CH:25]=[CH:24][CH:23]=[CH:22][C:21]=2[CH3:26])[CH:18]=[CH:17][N:16]=1, predict the reactants needed to synthesize it. The reactants are: Br[C:2]1[CH:7]=[CH:6][C:5]([C@H:8]([C:20]2[CH:25]=[CH:24][CH:23]=[CH:22][C:21]=2[CH3:26])[CH2:9]/[C:10](/[C:13]2[CH:18]=[CH:17][N:16]=[C:15]([CH3:19])[CH:14]=2)=[N:11]\[OH:12])=[CH:4][CH:3]=1.[N:27]1[CH:32]=[C:31](B(O)O)[CH:30]=[N:29][CH:28]=1. (2) Given the product [Cl:27][C:28]1[CH:29]=[C:30]2[C:39](=[CH:40][CH:41]=1)[C:38]([NH:42][CH2:43][CH2:44][CH2:45][CH2:46][CH2:47][CH2:48][CH2:49][CH2:50][CH2:51][NH:52][C:12](=[O:14])[CH2:11][CH2:10][C:3]1[C:4]3[C:9](=[CH:8][CH:7]=[CH:6][CH:5]=3)[NH:1][CH:2]=1)=[C:37]1[C:32]([CH2:33][CH2:34][CH2:35][CH2:36]1)=[N:31]2, predict the reactants needed to synthesize it. The reactants are: [NH:1]1[C:9]2[C:4](=[CH:5][CH:6]=[CH:7][CH:8]=2)[C:3]([CH2:10][CH2:11][C:12]([OH:14])=O)=[CH:2]1.C(N1C=CN=C1)(N1C=CN=C1)=O.[Cl:27][C:28]1[CH:29]=[C:30]2[C:39](=[CH:40][CH:41]=1)[C:38]([NH:42][CH2:43][CH2:44][CH2:45][CH2:46][CH2:47][CH2:48][CH2:49][CH2:50][CH2:51][NH2:52])=[C:37]1[C:32]([CH2:33][CH2:34][CH2:35][CH2:36]1)=[N:31]2. (3) Given the product [CH3:44][O:43][C:40]1[CH:41]=[CH:42][C:37]([CH:9]([C:6]2[CH:7]=[CH:8][C:3]([O:2][CH3:1])=[CH:4][CH:5]=2)[N:10]2[C:14]3[C:15]4[C:20]([CH2:21][C:13]=3[C:12]([C:30]3[S:34][C:33]([CH2:35][OH:36])=[CH:32][CH:31]=3)=[N:11]2)=[CH:19][C:18]([CH2:22][N:23]2[CH2:28][CH2:27][N:26]([CH3:29])[CH2:25][CH2:24]2)=[CH:17][CH:16]=4)=[CH:38][CH:39]=1, predict the reactants needed to synthesize it. The reactants are: [CH3:1][O:2][C:3]1[CH:8]=[CH:7][C:6]([CH:9]([C:37]2[CH:42]=[CH:41][C:40]([O:43][CH3:44])=[CH:39][CH:38]=2)[N:10]2[C:14]3[C:15]4[C:20]([CH2:21][C:13]=3[C:12]([C:30]3[S:34][C:33]([CH:35]=[O:36])=[CH:32][CH:31]=3)=[N:11]2)=[CH:19][C:18]([CH2:22][N:23]2[CH2:28][CH2:27][N:26]([CH3:29])[CH2:25][CH2:24]2)=[CH:17][CH:16]=4)=[CH:5][CH:4]=1.[BH4-].[Na+].